This data is from Forward reaction prediction with 1.9M reactions from USPTO patents (1976-2016). The task is: Predict the product of the given reaction. (1) Given the reactants Br[C:2]1[S:3][CH:4]=[C:5]([C:7]2[CH:12]=[CH:11][C:10]([Br:13])=[CH:9][CH:8]=2)[N:6]=1.[NH2:14][C@H:15]([CH2:18][CH2:19][CH3:20])[CH2:16][OH:17], predict the reaction product. The product is: [Br:13][C:10]1[CH:11]=[CH:12][C:7]([C:5]2[N:6]=[C:2]([NH:14][C@H:15]([CH2:18][CH2:19][CH3:20])[CH2:16][OH:17])[S:3][CH:4]=2)=[CH:8][CH:9]=1. (2) Given the reactants [F:1][C:2]1[CH:3]=[CH:4][C:5]([O:11][CH3:12])=[C:6]([C@@H:8]([OH:10])[CH3:9])[CH:7]=1.FC1C=CC(OC)=C(C(=O)C)C=1.B(Cl)([C@@H]1[C@@H](C)[C@@H]2C(C)(C)[C@@H](C2)C1)[C@@H]1[C@@H](C)[C@@H]2C(C)(C)[C@@H](C2)C1.B(Cl)([C@H]1[C@H](C)C2C(C)(C)C(CC2)C1)[C@H]1[C@H](C)C2C(C)(C)C(CC2)C1, predict the reaction product. The product is: [F:1][C:2]1[CH:3]=[CH:4][C:5]([O:11][CH3:12])=[C:6]([C@H:8]([OH:10])[CH3:9])[CH:7]=1.